From a dataset of Forward reaction prediction with 1.9M reactions from USPTO patents (1976-2016). Predict the product of the given reaction. The product is: [Cl:25][C:20]1[CH:21]=[CH:22][CH:23]=[CH:24][C:19]=1[C:18]([NH:17][C@H:10]1[C:9]2[CH:8]=[C:7]([C:5]([OH:6])=[O:4])[CH:16]=[CH:15][C:14]=2[CH2:13][CH2:12][CH2:11]1)=[O:26]. Given the reactants [Li+].[OH-].C[O:4][C:5]([C:7]1[CH:16]=[CH:15][C:14]2[CH2:13][CH2:12][CH2:11][C@@H:10]([NH:17][C:18](=[O:26])[C:19]3[CH:24]=[CH:23][CH:22]=[CH:21][C:20]=3[Cl:25])[C:9]=2[CH:8]=1)=[O:6], predict the reaction product.